This data is from Catalyst prediction with 721,799 reactions and 888 catalyst types from USPTO. The task is: Predict which catalyst facilitates the given reaction. (1) Reactant: [NH:1]1[CH:5]=[CH:4][N:3]=[C:2]1[CH2:6][NH:7][CH2:8][C:9]1[CH:10]=[CH:11][C:12]2[N:16]=[C:15]([CH2:17][CH2:18][CH2:19][CH2:20][N:21]([CH2:25][CH2:26][CH3:27])[CH2:22][CH2:23][CH3:24])[N:14]([CH2:28][CH2:29][CH3:30])[C:13]=2[CH:31]=1.C(O)(=O)C.C[N:37]1[CH:41]=[CH:40][N:39]=[C:38]1[CH:42]=O.C([BH3-])#N.[Na+]. Product: [NH:3]1[CH:4]=[CH:5][N:1]=[C:2]1[CH2:6][N:7]([CH2:8][C:9]1[CH:10]=[CH:11][C:12]2[N:16]=[C:15]([CH2:17][CH2:18][CH2:19][CH2:20][N:21]([CH2:22][CH2:23][CH3:24])[CH2:25][CH2:26][CH3:27])[N:14]([CH2:28][CH2:29][CH3:30])[C:13]=2[CH:31]=1)[CH2:42][C:38]1[NH:37][CH:41]=[CH:40][N:39]=1. The catalyst class is: 5. (2) Reactant: [CH3:1][N:2]1[CH2:7][CH2:6][CH2:5][CH2:4][CH2:3]1.[Br:8][CH2:9][CH2:10][CH2:11][CH2:12][CH2:13][Br:14].C(OCC)C. Product: [Br-:8].[Br:14][CH2:13][CH2:12][CH2:11][CH2:10][CH2:9][N+:2]1([CH3:1])[CH2:7][CH2:6][CH2:5][CH2:4][CH2:3]1. The catalyst class is: 9.